Dataset: Reaction yield outcomes from USPTO patents with 853,638 reactions. Task: Predict the reaction yield, written as a fraction of the theoretical maximum amount of product (1.0 means a 100% yield; for example, 0.34 means a 34% yield). (1) The reactants are [CH3:1][C:2]1[CH:6]=[C:5]([NH:7][S:8]([C:11]2[CH:16]=[CH:15][C:14](Br)=[CH:13][CH:12]=2)(=[O:10])=[O:9])[O:4][N:3]=1.[F:18][C:19]([F:30])([F:29])[C:20]1[CH:25]=[CH:24][C:23](B(O)O)=[CH:22][CH:21]=1. No catalyst specified. The product is [CH3:1][C:2]1[CH:6]=[C:5]([NH:7][S:8]([C:11]2[CH:16]=[CH:15][C:14]([C:23]3[CH:24]=[CH:25][C:20]([C:19]([F:30])([F:29])[F:18])=[CH:21][CH:22]=3)=[CH:13][CH:12]=2)(=[O:10])=[O:9])[O:4][N:3]=1. The yield is 0.780. (2) The reactants are [F:1][C:2]([F:14])([F:13])[C:3]1[CH:8]=[CH:7][N:6]=[C:5]([C:9](OC)=[O:10])[N:4]=1.O.[NH2:16][NH2:17]. The catalyst is CCO. The product is [F:1][C:2]([F:14])([F:13])[C:3]1[CH:8]=[CH:7][N:6]=[C:5]([C:9]([NH:16][NH2:17])=[O:10])[N:4]=1. The yield is 0.850.